From a dataset of Catalyst prediction with 721,799 reactions and 888 catalyst types from USPTO. Predict which catalyst facilitates the given reaction. (1) Reactant: [OH:1][CH:2]1[CH2:7][CH2:6][CH2:5][N:4]([C:8]([O:10][C:11]([CH3:14])([CH3:13])[CH3:12])=[O:9])[CH2:3]1.CC(OI1(OC(C)=O)(OC(C)=O)OC(=O)C2C=CC=CC1=2)=O. Product: [O:1]=[C:2]1[CH2:7][CH2:6][CH2:5][N:4]([C:8]([O:10][C:11]([CH3:14])([CH3:13])[CH3:12])=[O:9])[CH2:3]1. The catalyst class is: 2. (2) Reactant: [O:1]=[S:2]1(=[O:19])[CH2:6][CH2:5][CH2:4][N:3]1[C:7]1[CH:12]=[CH:11][C:10]([CH:13]([CH3:17])[C:14]([OH:16])=O)=[CH:9][C:8]=1[F:18].ON1C2C=CC=CC=2N=N1.F[B-](F)(F)F.N1(OC(N(C)C)=[N+](C)C)C2C=CC=CC=2N=N1.C(N(C(C)C)C(C)C)C.[Cl:61][C:62]1[CH:63]=[C:64]([N:68]2[C:72]([CH2:73][NH2:74])=[CH:71][C:70]([C:75]([F:78])([F:77])[F:76])=[N:69]2)[CH:65]=[CH:66][CH:67]=1. Product: [Cl:61][C:62]1[CH:63]=[C:64]([N:68]2[C:72]([CH2:73][NH:74][C:14](=[O:16])[CH:13]([C:10]3[CH:11]=[CH:12][C:7]([N:3]4[CH2:4][CH2:5][CH2:6][S:2]4(=[O:1])=[O:19])=[C:8]([F:18])[CH:9]=3)[CH3:17])=[CH:71][C:70]([C:75]([F:76])([F:77])[F:78])=[N:69]2)[CH:65]=[CH:66][CH:67]=1. The catalyst class is: 1. (3) Reactant: [CH3:7][C:6]([OH:8])(CC[C:6]([CH3:9])([OH:8])[CH3:7])[CH3:9].[O-:11][CH2:12][CH2:13]CC.[O-:16][CH2:17]CCC.[O-]CCCC.[O-]CCCC.[Ti+4:31]. Product: [CH3:9][CH:6]([O:8][C:12]([CH3:13])=[O:11])[CH2:7][O:16][CH3:17].[Ti:31]. The catalyst class is: 51. (4) Reactant: [Br:1][C:2]1[S:3][C:4]2[CH2:5][N:6](C(OC(C)(C)C)=O)[CH2:7][CH2:8][C:9]=2[N:10]=1.[F:18][C:19]([F:24])([F:23])[C:20]([OH:22])=[O:21]. Product: [F:18][C:19]([F:24])([F:23])[C:20]([OH:22])=[O:21].[Br:1][C:2]1[S:3][C:4]2[CH2:5][NH:6][CH2:7][CH2:8][C:9]=2[N:10]=1. The catalyst class is: 4. (5) Reactant: Cl[C:2]1[N:11]=[C:10]([NH:12][CH2:13][CH:14]([O:21][C:22]2[CH:27]=[CH:26][CH:25]=[CH:24][CH:23]=2)[C:15]2[CH:20]=[CH:19][CH:18]=[CH:17][CH:16]=2)[C:9]2[C:4](=[CH:5][CH:6]=[CH:7][CH:8]=2)[N:3]=1.[CH3:28][N:29]([CH3:39])[C:30]1[CH:35]=[CH:34][C:33](B(O)O)=[CH:32][CH:31]=1.C1(C(C2C=CC=CN=2)CNC2C3C(=CC=CC=3)N=C(C3C=CC(NS(C)(=O)=O)=CC=3)N=2)C=CC=CC=1. Product: [CH3:28][N:29]([CH3:39])[C:30]1[CH:35]=[CH:34][C:33]([C:2]2[N:11]=[C:10]([NH:12][CH2:13][CH:14]([O:21][C:22]3[CH:27]=[CH:26][CH:25]=[CH:24][CH:23]=3)[C:15]3[CH:20]=[CH:19][CH:18]=[CH:17][CH:16]=3)[C:9]3[C:4](=[CH:5][CH:6]=[CH:7][CH:8]=3)[N:3]=2)=[CH:32][CH:31]=1. The catalyst class is: 147. (6) The catalyst class is: 18. Product: [O:32]=[C:26]1[NH:25]/[C:24](=[N:33]\[NH:34][C:15](=[O:17])[CH2:14][CH2:13][CH2:12][C:10]2[O:9][N:8]=[C:7]([C:1]3[CH:2]=[CH:3][CH:4]=[CH:5][CH:6]=3)[N:11]=2)/[N:23]([CH2:18][CH2:19][CH2:20][CH2:21][CH3:22])[C:31]2[N:30]=[CH:29][NH:28][C:27]1=2. Reactant: [C:1]1([C:7]2[N:11]=[C:10]([CH2:12][CH2:13][CH2:14][C:15]([OH:17])=O)[O:9][N:8]=2)[CH:6]=[CH:5][CH:4]=[CH:3][CH:2]=1.[CH2:18]([N:23]1[C:31]2[N:30]=[CH:29][NH:28][C:27]=2[C:26](=[O:32])[NH:25]/[C:24]/1=[N:33]\[NH2:34])[CH2:19][CH2:20][CH2:21][CH3:22].F[P-](F)(F)(F)(F)F.N1(O[P+](N(C)C)(N(C)C)N(C)C)C2C=CC=CC=2N=N1.C(N(CC)CC)C. (7) Reactant: Cl[C:2]1[CH:7]=[C:6]([Cl:8])[N:5]=[CH:4][N:3]=1.C(N(CC)CC)C.[C:16]([O:20][C:21]([N:23]1[CH2:28][CH2:27][CH:26]([NH2:29])[CH2:25][CH2:24]1)=[O:22])([CH3:19])([CH3:18])[CH3:17]. Product: [C:16]([O:20][C:21]([N:23]1[CH2:28][CH2:27][CH:26]([NH:29][C:2]2[CH:7]=[C:6]([Cl:8])[N:5]=[CH:4][N:3]=2)[CH2:25][CH2:24]1)=[O:22])([CH3:19])([CH3:17])[CH3:18]. The catalyst class is: 2.